This data is from Full USPTO retrosynthesis dataset with 1.9M reactions from patents (1976-2016). The task is: Predict the reactants needed to synthesize the given product. (1) The reactants are: CC1(C)[O:6][C:5]2[CH:7]=[C:8]([CH2:11][C@H:12]([NH:16]C(OCC3C4C(=CC=CC=4)C4C3=CC=CC=4)=O)[C:13]([OH:15])=[O:14])[CH:9]=[CH:10][C:4]=2[O:3]1.N1CCCCC1.O. Given the product [O:14]=[C:13]([C@H:12]([CH2:11][C:8]1[CH:7]=[C:5]([OH:6])[C:4]([OH:3])=[CH:10][CH:9]=1)[NH2:16])[OH:15], predict the reactants needed to synthesize it. (2) Given the product [CH3:1][O:2][C:3](=[O:28])[CH2:4][CH2:5][C:6]12[CH2:7][CH2:8][C:9]([C:14]3[NH:22][C:21]4[C:20]([S:23][CH3:31])=[N:19][C:18](=[O:24])[N:17]([CH2:25][CH2:26][CH3:27])[C:16]=4[N:15]=3)([CH2:10][CH2:11]1)[CH2:12][CH2:13]2, predict the reactants needed to synthesize it. The reactants are: [CH3:1][O:2][C:3](=[O:28])[CH2:4][CH2:5][C:6]12[CH2:13][CH2:12][C:9]([C:14]3[NH:22][C:21]4[C:20](=[S:23])[NH:19][C:18](=[O:24])[N:17]([CH2:25][CH2:26][CH3:27])[C:16]=4[N:15]=3)([CH2:10][CH2:11]1)[CH2:8][CH2:7]2.[OH-].[Na+].[CH3:31]CO. (3) Given the product [F:21][C:22]([F:29])([F:28])[CH2:23][S:24]([NH:20][C:16]1[CH:17]=[CH:18][CH:19]=[C:14]([C:10]2([CH3:13])[CH:11]3[CH:9]2[CH2:8][N:7]([CH2:1][CH2:2][CH2:3][CH2:4][CH2:5][CH3:6])[CH2:12]3)[CH:15]=1)(=[O:26])=[O:25], predict the reactants needed to synthesize it. The reactants are: [CH2:1]([N:7]1[CH2:12][CH:11]2[CH:9]([C:10]2([C:14]2[CH:15]=[C:16]([NH2:20])[CH:17]=[CH:18][CH:19]=2)[CH3:13])[CH2:8]1)[CH2:2][CH2:3][CH2:4][CH2:5][CH3:6].[F:21][C:22]([F:29])([F:28])[CH2:23][S:24](Cl)(=[O:26])=[O:25]. (4) The reactants are: CO[C:3]([C:5]1[C:6]([OH:23])=[C:7]2[C:12](=[CH:13][N:14]=1)[N:11]([CH2:15][C:16]1[CH:21]=[CH:20][CH:19]=[CH:18][CH:17]=1)[C:10](=[O:22])[CH:9]=[CH:8]2)=[O:4].[NH2:24][CH2:25][CH2:26][C:27]([OH:29])=[O:28].C[O-].[Na+]. Given the product [CH2:15]([N:11]1[C:12]2[C:7](=[C:6]([OH:23])[C:5]([C:3]([NH:24][CH2:25][CH2:26][C:27]([OH:29])=[O:28])=[O:4])=[N:14][CH:13]=2)[CH:8]=[CH:9][C:10]1=[O:22])[C:16]1[CH:21]=[CH:20][CH:19]=[CH:18][CH:17]=1, predict the reactants needed to synthesize it. (5) The reactants are: [Cl:1][C:2]1[CH:7]=[CH:6][C:5]([C:8](=O)[C:9](=[C:16]2SCS2)[C:10]2[CH:15]=[CH:14][N:13]=[CH:12][CH:11]=2)=[CH:4][CH:3]=1.[CH3:21][CH:22]1[CH2:27][NH:26][CH2:25][CH:24]([CH3:28])[NH:23]1.[NH2:29][NH2:30]. Given the product [Cl:1][C:2]1[CH:7]=[CH:6][C:5]([C:8]2[NH:30][N:29]=[C:16]([N:26]3[CH2:25][CH:24]([CH3:28])[NH:23][CH:22]([CH3:21])[CH2:27]3)[C:9]=2[C:10]2[CH:15]=[CH:14][N:13]=[CH:12][CH:11]=2)=[CH:4][CH:3]=1, predict the reactants needed to synthesize it. (6) Given the product [NH2:8][CH2:9][CH2:10][N:11]1[CH:15]([CH3:16])[C:14]2[CH:17]=[C:18]([C:21]3[C:29]4[C:24](=[CH:25][C:26]([F:30])=[CH:27][CH:28]=4)[NH:23][CH:22]=3)[CH:19]=[CH:20][C:13]=2[S:12]1(=[O:39])=[O:38], predict the reactants needed to synthesize it. The reactants are: C(OC([NH:8][CH2:9][CH2:10][N:11]1[CH:15]([CH3:16])[C:14]2[CH:17]=[C:18]([C:21]3[C:29]4[C:24](=[CH:25][C:26]([F:30])=[CH:27][CH:28]=4)[N:23](C(OC(C)(C)C)=O)[CH:22]=3)[CH:19]=[CH:20][C:13]=2[S:12]1(=[O:39])=[O:38])=O)(C)(C)C.FC(F)(F)C(O)=O. (7) Given the product [CH2:1]([O:19][C:20]1[CH:21]=[C:22]([CH:26]=[C:27]([O:48][CH2:49][CH2:50][CH2:51][CH2:52][CH2:53][CH2:54][CH2:55][CH2:56][CH2:57][CH2:58][CH2:59][CH2:60][CH2:61][CH2:62][CH2:63][CH2:64][CH2:65][CH3:66])[C:28]=1[O:29][CH2:30][CH2:31][CH2:32][CH2:33][CH2:34][CH2:35][CH2:36][CH2:37][CH2:38][CH2:39][CH2:40][CH2:41][CH2:42][CH2:43][CH2:44][CH2:45][CH2:46][CH3:47])[C:23]([Cl:76])=[O:24])[CH2:2][CH2:3][CH2:4][CH2:5][CH2:6][CH2:7][CH2:8][CH2:9][CH2:10][CH2:11][CH2:12][CH2:13][CH2:14][CH2:15][CH2:16][CH2:17][CH3:18], predict the reactants needed to synthesize it. The reactants are: [CH2:1]([O:19][C:20]1[CH:21]=[C:22]([CH:26]=[C:27]([O:48][CH2:49][CH2:50][CH2:51][CH2:52][CH2:53][CH2:54][CH2:55][CH2:56][CH2:57][CH2:58][CH2:59][CH2:60][CH2:61][CH2:62][CH2:63][CH2:64][CH2:65][CH3:66])[C:28]=1[O:29][CH2:30][CH2:31][CH2:32][CH2:33][CH2:34][CH2:35][CH2:36][CH2:37][CH2:38][CH2:39][CH2:40][CH2:41][CH2:42][CH2:43][CH2:44][CH2:45][CH2:46][CH3:47])[C:23](O)=[O:24])[CH2:2][CH2:3][CH2:4][CH2:5][CH2:6][CH2:7][CH2:8][CH2:9][CH2:10][CH2:11][CH2:12][CH2:13][CH2:14][CH2:15][CH2:16][CH2:17][CH3:18].C1(C)C=CC=CC=1.O=S(Cl)[Cl:76]. (8) Given the product [I:1][C:2]1[CH:7]=[CH:6][C:5]2[N:8]=[N:10][NH:9][C:4]=2[CH:3]=1, predict the reactants needed to synthesize it. The reactants are: [I:1][C:2]1[CH:3]=[C:4]([NH2:9])[C:5]([NH2:8])=[CH:6][CH:7]=1.[N:10]([O-])=O.[Na+]. (9) Given the product [CH:32]1([CH2:31][C@H:30]([C:35]([N:11]2[CH2:12][CH2:13][CH2:14][C@H:10]2[C:9]([NH:8][CH2:7][C:6]2[CH:16]=[C:2]([F:1])[CH:3]=[CH:4][C:5]=2[N:17]2[CH:21]=[N:20][N:19]=[N:18]2)=[O:15])=[O:36])[NH2:29])[CH2:34][CH2:33]1, predict the reactants needed to synthesize it. The reactants are: [F:1][C:2]1[CH:3]=[CH:4][C:5]([N:17]2[CH:21]=[N:20][N:19]=[N:18]2)=[C:6]([CH:16]=1)[CH2:7][NH:8][C:9](=[O:15])[C@@H:10]1[CH2:14][CH2:13][CH2:12][NH:11]1.C(OC([NH:29][C@@H:30]([C:35](O)=[O:36])[CH2:31][CH:32]1[CH2:34][CH2:33]1)=O)(C)(C)C.Cl.CCOC(C)=O. (10) Given the product [N+:16]([C:13]1[CH:12]=[CH:11][C:10]([O:9][CH2:8][CH2:7][CH2:6][CH2:5][CH2:4][C:3]([OH:19])=[O:2])=[CH:15][CH:14]=1)([O-:18])=[O:17], predict the reactants needed to synthesize it. The reactants are: C[O:2][C:3](=[O:19])[CH2:4][CH2:5][CH2:6][CH2:7][CH2:8][O:9][C:10]1[CH:15]=[CH:14][C:13]([N+:16]([O-:18])=[O:17])=[CH:12][CH:11]=1.Cl.